This data is from Reaction yield outcomes from USPTO patents with 853,638 reactions. The task is: Predict the reaction yield, written as a fraction of the theoretical maximum amount of product (1.0 means a 100% yield; for example, 0.34 means a 34% yield). (1) The reactants are Cl[C:2]1[N:3]=[C:4]2[C:9](=[CH:10][CH:11]=1)[N:8]=[CH:7][C:6]([S:12]([CH3:15])(=[O:14])=[O:13])=[C:5]2[NH:16][C@H:17]1[CH2:22][CH2:21][C@H:20]([N:23]([CH3:25])[CH3:24])[CH2:19][CH2:18]1.[Cl:26][C:27]1[CH:32]=[C:31](B2OC(C)(C)C(C)(C)O2)[CH:30]=[C:29]([F:42])[C:28]=1[OH:43].C1(N)C(F)=C(F)C(F)=C(N)C=1F.Cl.Cl. No catalyst specified. The product is [Cl:26][C:27]1[CH:32]=[C:31]([C:2]2[CH:11]=[CH:10][C:9]3[C:4](=[C:5]([NH:16][C@H:17]4[CH2:22][CH2:21][C@H:20]([N:23]([CH3:24])[CH3:25])[CH2:19][CH2:18]4)[C:6]([S:12]([CH3:15])(=[O:13])=[O:14])=[CH:7][N:8]=3)[N:3]=2)[CH:30]=[C:29]([F:42])[C:28]=1[OH:43]. The yield is 0.720. (2) The yield is 0.690. The reactants are [N:1]1[CH2:2][CH:3]=[CH:4][CH:5]=[C:6]2[CH:11]=[CH:10][CH:9]=[CH:8][C:7]=12.C(N(CC)CC)C.C(N(CC)C(C)C)(C)C.CS(O[CH2:33][C:34]([F:37])([F:36])[F:35])(=O)=O. The catalyst is CC(C)=O. The product is [F:35][C:34]([F:37])([F:36])[CH2:33][N:1]1[C:7]2[CH:8]=[CH:9][CH:10]=[CH:11][C:6]=2[CH:5]=[CH:4][CH:3]=[CH:2]1. (3) The product is [NH:16]1[C:10]2[CH:9]=[CH:8][CH:18]=[CH:17][C:11]=2[CH:12]=[CH:13][CH:14]=[CH:15]1. The yield is 0.280. The catalyst is C(O)C.[Pd]. The reactants are ClC1([C:8]2[CH:18]=[CH:17][C:11]3[CH:12]=[CH:13][CH:14]=[CH:15][NH:16][C:10]=3[CH:9]=2)C=CC=NN1.NN. (4) The reactants are [CH3:1][O:2][C:3]1[CH:4]=[C:5]([CH:20]=[CH:21][C:22]=1[O:23][CH3:24])/[CH:6]=[N:7]/[NH:8][C:9](=[O:19])[CH:10]([O:17][CH3:18])[C:11]1[CH:16]=[CH:15][CH:14]=[CH:13][CH:12]=1.I[CH3:26].[H-].[Na+]. The catalyst is CN(C=O)C. The product is [CH3:1][O:2][C:3]1[CH:4]=[C:5]([CH:20]=[CH:21][C:22]=1[O:23][CH3:24])/[CH:6]=[N:7]/[N:8]([CH3:26])[C:9](=[O:19])[CH:10]([O:17][CH3:18])[C:11]1[CH:16]=[CH:15][CH:14]=[CH:13][CH:12]=1. The yield is 0.700. (5) The reactants are Br[C:2]1[C:3]2[N:4]([N:25]=[CH:26][N:27]=2)[CH:5]=[C:6]([C:8]2[CH:24]=[CH:23][C:11]([C:12]([NH:14][CH2:15][CH2:16][C:17]3[CH:22]=[CH:21][N:20]=[CH:19][CH:18]=3)=[O:13])=[CH:10][CH:9]=2)[CH:7]=1.[CH3:28][O:29][C:30]1[CH:31]=[CH:32][C:33]([NH2:38])=[N:34][C:35]=1[O:36][CH3:37].CC(C1C=C(C(C)C)C(C2C=CC=CC=2P(C2CCCCC2)C2CCCCC2)=C(C(C)C)C=1)C.C([O-])([O-])=O.[Cs+].[Cs+]. The catalyst is O1CCOCC1.C1C=CC(/C=C/C(/C=C/C2C=CC=CC=2)=O)=CC=1.C1C=CC(/C=C/C(/C=C/C2C=CC=CC=2)=O)=CC=1.C1C=CC(/C=C/C(/C=C/C2C=CC=CC=2)=O)=CC=1.[Pd].[Pd]. The product is [CH3:28][O:29][C:30]1[CH:31]=[CH:32][C:33]([NH:38][C:2]2[C:3]3[N:4]([N:25]=[CH:26][N:27]=3)[CH:5]=[C:6]([C:8]3[CH:24]=[CH:23][C:11]([C:12]([NH:14][CH2:15][CH2:16][C:17]4[CH:22]=[CH:21][N:20]=[CH:19][CH:18]=4)=[O:13])=[CH:10][CH:9]=3)[CH:7]=2)=[N:34][C:35]=1[O:36][CH3:37]. The yield is 0.280.